Dataset: Peptide-MHC class I binding affinity with 185,985 pairs from IEDB/IMGT. Task: Regression. Given a peptide amino acid sequence and an MHC pseudo amino acid sequence, predict their binding affinity value. This is MHC class I binding data. The peptide sequence is QLQKIERWF. The MHC is HLA-A02:03 with pseudo-sequence HLA-A02:03. The binding affinity (normalized) is 0.0847.